This data is from Catalyst prediction with 721,799 reactions and 888 catalyst types from USPTO. The task is: Predict which catalyst facilitates the given reaction. (1) Reactant: [Cl:1][C:2]1[CH:7]=[CH:6][C:5]([NH:8][CH2:9][C:10]([OH:12])=O)=[CH:4][CH:3]=1.[NH2:13][C@H:14]([C:19]([NH:21][CH2:22][C:23](O)=O)=[O:20])[CH2:15][CH:16]([CH3:18])[CH3:17].Cl.C1C=CC2N(O)N=[N:33]C=2C=1. Product: [C:23]([CH2:22][NH:21][C:19](=[O:20])[CH:14]([NH:13][C:10](=[O:12])[CH2:9][NH:8][C:5]1[CH:4]=[CH:3][C:2]([Cl:1])=[CH:7][CH:6]=1)[CH2:15][CH:16]([CH3:18])[CH3:17])#[N:33]. The catalyst class is: 289. (2) Product: [C:2]1([CH3:12])[CH:3]=[CH:4][C:5]([S:8]([OH:11])(=[O:9])=[O:10])=[CH:6][CH:7]=1. Reactant: O.[C:2]1([CH3:12])[CH:7]=[CH:6][C:5]([S:8]([OH:11])(=[O:10])=[O:9])=[CH:4][CH:3]=1. The catalyst class is: 4.